Dataset: CYP2C9 inhibition data for predicting drug metabolism from PubChem BioAssay. Task: Regression/Classification. Given a drug SMILES string, predict its absorption, distribution, metabolism, or excretion properties. Task type varies by dataset: regression for continuous measurements (e.g., permeability, clearance, half-life) or binary classification for categorical outcomes (e.g., BBB penetration, CYP inhibition). Dataset: cyp2c9_veith. (1) The compound is CCCc1cc2c(n1Cc1ccco1)C(C)C1CN(C(=O)c3ccccc3)C(C)(C(=O)OC)C21. The result is 1 (inhibitor). (2) The drug is CCOC(=O)N/N=C1/C[C@@H](O)[C@@H](O)[C@H]2[C@@H]1CC[C@@H]1C(=O)N(c3cccc(Oc4ccccc4)c3)C(=O)[C@H]12. The result is 0 (non-inhibitor). (3) The molecule is CCCN(CCC)[C@@H]1CCc2c(OC)cccc2[C@@H]1C. The result is 0 (non-inhibitor). (4) The compound is CCOC(=O)CN1C(=O)S/C(=C/c2ccc(N3CCCCC3)o2)C1=O. The result is 0 (non-inhibitor). (5) The drug is CC(=O)Nc1c(C(=O)N2CCOCC2)cnn1-c1ccc(C)c(C)c1. The result is 0 (non-inhibitor).